The task is: Predict which catalyst facilitates the given reaction.. This data is from Catalyst prediction with 721,799 reactions and 888 catalyst types from USPTO. (1) Reactant: [Cl:1][C:2]1[CH:3]=[C:4]2[CH:10]=[C:9]([C:11]([OH:13])=O)[NH:8][C:5]2=[CH:6][N:7]=1.[NH2:14][CH2:15][CH:16]([C:18]1[CH:19]=[N:20][CH:21]=[CH:22][CH:23]=1)[OH:17].C1C=CC2N(O)N=NC=2C=1.CCN(C(C)C)C(C)C.CCN=C=NCCCN(C)C. Product: [OH:17][CH:16]([C:18]1[CH:19]=[N:20][CH:21]=[CH:22][CH:23]=1)[CH2:15][NH:14][C:11]([C:9]1[NH:8][C:5]2=[CH:6][N:7]=[C:2]([Cl:1])[CH:3]=[C:4]2[CH:10]=1)=[O:13]. The catalyst class is: 3. (2) Reactant: C([Mg]Cl)(C)C.[Cl-].[Li+].Br[C:9]1[CH:10]=[C:11]([CH:14]=[CH:15][C:16]=1[O:17][CH3:18])[C:12]#[N:13].[N:19]([C:28]([O:30][C:31]([CH3:34])([CH3:33])[CH3:32])=[O:29])=[N:20][C:21]([O:23][C:24]([CH3:27])([CH3:26])[CH3:25])=[O:22]. Product: [CH3:34][C:31]([O:30][C:28]([N:19]([C:9]1[CH:10]=[C:11]([C:12]#[N:13])[CH:14]=[CH:15][C:16]=1[O:17][CH3:18])[NH:20][C:21]([O:23][C:24]([CH3:27])([CH3:26])[CH3:25])=[O:22])=[O:29])([CH3:32])[CH3:33]. The catalyst class is: 683. (3) Reactant: [CH3:1][S:2][C:3]1[CH:11]=[CH:10][C:6]([C:7]([OH:9])=O)=[CH:5][CH:4]=1.C1N=CN(C(N2C=NC=C2)=O)C=1.Cl.[NH2:25][CH2:26][C:27]1[CH:28]=[C:29]2[C:33](=[CH:34][CH:35]=1)[C:32](=[O:36])[N:31]([C:37]1([CH3:45])[CH2:42][CH2:41][C:40](=[O:43])[NH:39][C:38]1=[O:44])[C:30]2=[O:46].CCOC(C)=O. Product: [CH3:45][C:37]1([N:31]2[C:30](=[O:46])[C:29]3[C:33](=[CH:34][CH:35]=[C:27]([CH2:26][NH:25][C:7](=[O:9])[C:6]4[CH:5]=[CH:4][C:3]([S:2][CH3:1])=[CH:11][CH:10]=4)[CH:28]=3)[C:32]2=[O:36])[CH2:42][CH2:41][C:40](=[O:43])[NH:39][C:38]1=[O:44]. The catalyst class is: 9.